From a dataset of Reaction yield outcomes from USPTO patents with 853,638 reactions. Predict the reaction yield, written as a fraction of the theoretical maximum amount of product (1.0 means a 100% yield; for example, 0.34 means a 34% yield). (1) The reactants are [CH3:1][C:2]1[CH2:7][CH2:6][CH2:5][C:4]([CH3:9])([CH3:8])[C:3]=1[CH2:10][OH:11].[CH2:12]([O:14][C:15]1[CH:16]=[C:17](O)[CH:18]=[CH:19][CH:20]=1)[CH3:13].C1(P(C2C=CC=CC=2)C2C=CC=CC=2)C=CC=CC=1.N(C(OCC)=O)=NC(OCC)=O. The catalyst is C1(C)C=CC=CC=1. The product is [CH2:12]([O:14][C:15]1[CH:16]=[CH:17][CH:18]=[C:19]([O:11][CH2:10][C:3]2[C:4]([CH3:8])([CH3:9])[CH2:5][CH2:6][CH2:7][C:2]=2[CH3:1])[CH:20]=1)[CH3:13]. The yield is 0.230. (2) The reactants are CS(O[CH2:6][C:7]1[C:11]([C:12]2[N:16]([C:17]3[CH:22]=[CH:21][C:20]([F:23])=[C:19]([Cl:24])[CH:18]=3)[C:15](=[O:25])[O:14][N:13]=2)=[N:10][O:9][N:8]=1)(=O)=O.[N-:26]=[N+:27]=[N-:28].[Na+]. The catalyst is CN(C=O)C. The product is [N:26]([CH2:6][C:7]1[C:11]([C:12]2[N:16]([C:17]3[CH:22]=[CH:21][C:20]([F:23])=[C:19]([Cl:24])[CH:18]=3)[C:15](=[O:25])[O:14][N:13]=2)=[N:10][O:9][N:8]=1)=[N+:27]=[N-:28]. The yield is 0.650. (3) The reactants are [C:1]([C@H:5]1[CH2:10][CH2:9][C@H:8]([O:11][C:12]2[CH:13]=[C:14]3[C:19](=[CH:20][CH:21]=2)[CH:18]=[C:17]([CH2:22][NH:23][CH2:24][CH2:25][C:26]([O:28][CH2:29][CH3:30])=[O:27])[CH:16]=[CH:15]3)[CH2:7][CH2:6]1)([CH3:4])([CH3:3])[CH3:2].CCN(CC)CC.[CH3:38][C:39]([O:42][C:43](O[C:43]([O:42][C:39]([CH3:41])([CH3:40])[CH3:38])=[O:44])=[O:44])([CH3:41])[CH3:40]. The catalyst is C(Cl)Cl.CN(C1C=CN=CC=1)C. The product is [C:39]([O:42][C:43]([N:23]([CH2:22][C:17]1[CH:16]=[CH:15][C:14]2[C:19](=[CH:20][CH:21]=[C:12]([O:11][C@H:8]3[CH2:9][CH2:10][C@H:5]([C:1]([CH3:4])([CH3:2])[CH3:3])[CH2:6][CH2:7]3)[CH:13]=2)[CH:18]=1)[CH2:24][CH2:25][C:26]([O:28][CH2:29][CH3:30])=[O:27])=[O:44])([CH3:41])([CH3:40])[CH3:38]. The yield is 0.780. (4) The reactants are [NH2:1][C:2]1N=[CH:6][C:5](I)=[CH:4][N:3]=1.[F:9][C:10]([F:21])([F:20])[C:11]1[CH:16]=[CH:15]C(B(O)O)=[CH:13][CH:12]=1.[C:22](=O)([O-])[O-].[Na+].[Na+].[Cl-].[NH4+:29]. The catalyst is CC#N. The product is [F:9][C:10]([F:21])([F:20])[C:11]1[CH:16]=[CH:15][C:6]([C:5]2[N:29]=[CH:22][C:2]([NH2:1])=[N:3][CH:4]=2)=[CH:13][CH:12]=1. The yield is 0.870. (5) The reactants are [NH2:1][C:2]1[C:7]([Cl:8])=[C:6]([O:9][C:10]2[CH:15]=[CH:14][CH:13]=[CH:12][CH:11]=2)[N:5]=[C:4]([C:16]([O:18]C)=[O:17])[C:3]=1[Cl:20].[OH-].[Na+].Cl. The catalyst is CO.O. The product is [NH2:1][C:2]1[C:7]([Cl:8])=[C:6]([O:9][C:10]2[CH:15]=[CH:14][CH:13]=[CH:12][CH:11]=2)[N:5]=[C:4]([C:16]([OH:18])=[O:17])[C:3]=1[Cl:20]. The yield is 0.900. (6) The reactants are [Cl:1][C:2]1[CH:7]=[CH:6][C:5]([NH:8][S:9]([C:12]([F:15])([F:14])[F:13])(=[O:11])=[O:10])=[C:4]([C:16](=O)[CH2:17][CH3:18])[CH:3]=1.Cl.[CH2:21]([O:24][NH2:25])[CH:22]=[CH2:23].CC([O-])=O.[Na+]. The catalyst is CCO. The product is [CH2:21]([O:24][N:25]=[C:16]([C:4]1[CH:3]=[C:2]([Cl:1])[CH:7]=[CH:6][C:5]=1[NH:8][S:9]([C:12]([F:15])([F:14])[F:13])(=[O:11])=[O:10])[CH2:17][CH3:18])[CH:22]=[CH2:23]. The yield is 0.310. (7) The reactants are [Cl:1][C:2]1[C:3]([F:45])=[C:4]([C@@H:8]2[C@:12]([C:15]3[CH:20]=[CH:19][C:18]([Cl:21])=[CH:17][C:16]=3[F:22])([C:13]#[N:14])[C@H:11]([CH2:23][C:24]([CH3:27])([CH3:26])[CH3:25])[NH:10][C@H:9]2[C:28]([NH:30][C:31]2[CH:39]=[CH:38][C:34]([C:35]([OH:37])=[O:36])=[CH:33][C:32]=2OC(F)(F)F)=[O:29])[CH:5]=[CH:6][CH:7]=1.[CH:46](=O)[CH2:47][CH2:48][CH:49]=[CH2:50].C[C:53](O)=[O:54].[C:56](O[BH-](OC(=O)C)OC(=O)C)(=O)C.[Na+]. The catalyst is [OH-].[Na+]. The product is [CH3:56][O:37][C:35](=[O:36])[C:34]1[CH:38]=[CH:39][C:31]([N:30]2[C:28](=[O:29])[C@H:9]3[C@H:8]([C:4]4[CH:5]=[CH:6][CH:7]=[C:2]([Cl:1])[C:3]=4[F:45])[C@:12]([C:15]4[CH:20]=[CH:19][C:18]([Cl:21])=[CH:17][C:16]=4[F:22])([C:13]#[N:14])[C@H:11]([CH2:23][C:24]([CH3:27])([CH3:25])[CH3:26])[N:10]3[C@@H:46]2[CH2:47][CH2:48][CH:49]=[CH2:50])=[CH:32][C:33]=1[O:54][CH3:53]. The yield is 0.820. (8) The reactants are [CH3:1][C:2]([O:5][C:6]([N:8]1[CH2:17][CH2:16][C:15]2[C:10](=[CH:11][CH:12]=[C:13]([C:18](O)=[O:19])[CH:14]=2)[CH2:9]1)=[O:7])([CH3:4])[CH3:3].Cl.CN(C)CCCN=C=NCC.O.ON1C2C=CC=CC=2N=N1.C(N(CC)CC)C.[Cl:51][C:52]1[CH:53]=[C:54]([CH2:59][N:60]2[CH:64]=[C:63]([NH2:65])[CH:62]=[N:61]2)[CH:55]=[CH:56][C:57]=1[Cl:58]. The catalyst is C(Cl)Cl. The product is [Cl:51][C:52]1[CH:53]=[C:54]([CH2:59][N:60]2[CH:64]=[C:63]([NH:65][C:18]([C:13]3[CH:14]=[C:15]4[C:10](=[CH:11][CH:12]=3)[CH2:9][N:8]([C:6]([O:5][C:2]([CH3:4])([CH3:1])[CH3:3])=[O:7])[CH2:17][CH2:16]4)=[O:19])[CH:62]=[N:61]2)[CH:55]=[CH:56][C:57]=1[Cl:58]. The yield is 0.770.